This data is from Forward reaction prediction with 1.9M reactions from USPTO patents (1976-2016). The task is: Predict the product of the given reaction. (1) Given the reactants [O:1]=[C:2]1[C:10](=[O:11])[C:9]2[C:4](=[CH:5][CH:6]=[C:7]([S:12](Cl)(=[O:14])=[O:13])[CH:8]=2)[NH:3]1.C1COCC1.C(N(CC)C(C)C)(C)C.[CH3:30][O:31][CH2:32][C@H:33]1[CH2:37][CH2:36][CH2:35][NH:34]1, predict the reaction product. The product is: [CH3:30][O:31][CH2:32][C@H:33]1[CH2:37][CH2:36][CH2:35][N:34]1[S:12]([C:7]1[CH:8]=[C:9]2[C:4](=[CH:5][CH:6]=1)[NH:3][C:2](=[O:1])[C:10]2=[O:11])(=[O:14])=[O:13]. (2) Given the reactants [F:1][C:2]1[CH:3]=[C:4]([NH:12][C:13]2[N:17]=[C:16]([N:18](CC3C=CC(OC)=CC=3)CC3C=CC(OC)=CC=3)[N:15](CC3C=CC(OC)=CC=3)[N:14]=2)[CH:5]=[C:6]([C:8]([F:11])([F:10])[F:9])[CH:7]=1.C(O)(C(F)(F)F)=O, predict the reaction product. The product is: [F:1][C:2]1[CH:3]=[C:4]([NH:12][C:13]2[N:17]=[C:16]([NH2:18])[NH:15][N:14]=2)[CH:5]=[C:6]([C:8]([F:9])([F:10])[F:11])[CH:7]=1. (3) Given the reactants [Cl:1][C:2]1[CH:3]=[C:4]([C:24]#[C:25][Si](C)(C)C)[CH:5]=[C:6]2[C:10]=1[C:9](=[O:11])[N:8]([CH2:12][C:13]1[CH:18]=[CH:17][C:16]([O:19][C:20]([F:23])([F:22])[F:21])=[CH:15][CH:14]=1)[CH2:7]2.C(NF)(C)(C)C.C1COCC1.O, predict the reaction product. The product is: [Cl:1][C:2]1[CH:3]=[C:4]([C:24]#[CH:25])[CH:5]=[C:6]2[C:10]=1[C:9](=[O:11])[N:8]([CH2:12][C:13]1[CH:14]=[CH:15][C:16]([O:19][C:20]([F:23])([F:21])[F:22])=[CH:17][CH:18]=1)[CH2:7]2. (4) Given the reactants CCN(C(C)C)C(C)C.[OH:10][C:11]1[CH:16]=[CH:15][C:14]([CH:17]2[NH:21][C:20](=[O:22])[CH2:19][CH2:18]2)=[CH:13][CH:12]=1.C1C=CC(N([S:30]([C:33]([F:36])([F:35])[F:34])(=[O:32])=[O:31])[S:30]([C:33]([F:36])([F:35])[F:34])(=[O:32])=[O:31])=CC=1, predict the reaction product. The product is: [F:34][C:33]([F:36])([F:35])[S:30]([O:10][C:11]1[CH:12]=[CH:13][C:14]([CH:17]2[NH:21][C:20](=[O:22])[CH2:19][CH2:18]2)=[CH:15][CH:16]=1)(=[O:32])=[O:31]. (5) Given the reactants Br[C:2]1[CH:11]=[CH:10][C:9]2[C:4](=[CH:5][C:6]([Si:12]([CH:19]([CH3:21])[CH3:20])([CH:16]([CH3:18])[CH3:17])[CH:13]([CH3:15])[CH3:14])=[CH:7][CH:8]=2)[CH:3]=1.[Li]CCCC.C(O[B:31]1[O:35][C:34]([CH3:37])([CH3:36])[C:33]([CH3:39])([CH3:38])[O:32]1)(C)C.[NH4+].[Cl-], predict the reaction product. The product is: [CH:13]([Si:12]([CH:19]([CH3:21])[CH3:20])([CH:16]([CH3:18])[CH3:17])[C:6]1[CH:7]=[CH:8][C:9]2[C:4](=[CH:3][C:2]([B:31]3[O:35][C:34]([CH3:37])([CH3:36])[C:33]([CH3:39])([CH3:38])[O:32]3)=[CH:11][CH:10]=2)[CH:5]=1)([CH3:15])[CH3:14]. (6) Given the reactants [CH3:1][C:2](C)([O-])C.[K+].[Br:7][C:8]1[CH:16]=[C:15]2[C:11]([CH2:12][C:13](=[O:17])[NH:14]2)=[CH:10][CH:9]=1.[C:18]([O:22]C)(=O)[CH:19]=[CH2:20].O, predict the reaction product. The product is: [Br:7][C:8]1[CH:16]=[C:15]2[C:11]([C:12]3([CH2:20][CH2:19][C:18](=[O:22])[CH2:2][CH2:1]3)[C:13](=[O:17])[NH:14]2)=[CH:10][CH:9]=1. (7) The product is: [F:1][C:2]1[CH:3]=[C:4]([N:8]2[CH2:12][CH2:11][CH2:10][CH:9]2[C:13]2[CH:14]=[C:15]([C:31]([N:35]([CH3:36])[CH3:34])=[O:33])[CH:16]=[C:17]3[C:22]=2[O:21][C:20]([N:23]2[CH2:28][CH2:27][O:26][C@H:25]([CH3:29])[CH2:24]2)=[CH:19][C:18]3=[O:30])[CH:5]=[CH:6][CH:7]=1. Given the reactants [F:1][C:2]1[CH:3]=[C:4]([N:8]2[CH2:12][CH2:11][CH2:10][CH:9]2[C:13]2[CH:14]=[C:15]([C:31]([OH:33])=O)[CH:16]=[C:17]3[C:22]=2[O:21][C:20]([N:23]2[CH2:28][CH2:27][O:26][C@H:25]([CH3:29])[CH2:24]2)=[CH:19][C:18]3=[O:30])[CH:5]=[CH:6][CH:7]=1.[CH3:34][NH:35][CH3:36], predict the reaction product. (8) Given the reactants C(=O)([S:3][CH2:4][C:5]1[O:6][C:7]([C:10]2[CH:11]=[N:12][CH:13]=[CH:14][CH:15]=2)=[CH:8][CH:9]=1)C.C[S-].[Na+], predict the reaction product. The product is: [N:12]1[CH:13]=[CH:14][CH:15]=[C:10]([C:7]2[O:6][C:5]([CH2:4][SH:3])=[CH:9][CH:8]=2)[CH:11]=1. (9) Given the reactants [N:1]1([C:7]2[CH:14]=[CH:13][C:12](N)=[CH:11][C:8]=2[C:9]#[N:10])[CH2:6][CH2:5][CH2:4][CH2:3][CH2:2]1.[ClH:16].N([O-])=O.[Na+].OS([O-])=O.[Na+].[Na+].[Cl-], predict the reaction product. The product is: [N:1]1([C:7]2[CH:14]=[CH:13][C:12]([Cl:16])=[CH:11][C:8]=2[C:9]#[N:10])[CH2:6][CH2:5][CH2:4][CH2:3][CH2:2]1. (10) Given the reactants [O:1]1[CH:5]=[CH:4][CH:3]=[C:2]1[CH2:6][OH:7].[Cl:8][C:9]1[C:14](Cl)=[N:13][CH:12]=[CH:11][N:10]=1, predict the reaction product. The product is: [Cl:8][C:9]1[C:14]([O:7][CH2:6][C:2]2[O:1][CH:5]=[CH:4][CH:3]=2)=[N:13][CH:12]=[CH:11][N:10]=1.